From a dataset of Forward reaction prediction with 1.9M reactions from USPTO patents (1976-2016). Predict the product of the given reaction. (1) Given the reactants [Cl:1][C:2]1[CH:3]=[C:4]([CH:6]=[CH:7][C:8]=1[Cl:9])[NH2:5].[C:10]([O:14][CH2:15][CH3:16])(=[O:13])[CH:11]=[CH2:12].C(N(CC)CC)C, predict the reaction product. The product is: [Cl:1][C:2]1[CH:3]=[C:4]([NH:5][CH2:12][CH2:11][C:10]([O:14][CH2:15][CH3:16])=[O:13])[CH:6]=[CH:7][C:8]=1[Cl:9]. (2) Given the reactants [H-].[Na+].O[CH2:4][C@H:5]1[O:9][C:8](=[O:10])[CH2:7]C1.C(Br)[C:12]1[CH:17]=[CH:16][CH:15]=[CH:14][CH:13]=1, predict the reaction product. The product is: [C:8]([O:9][CH2:5][CH3:4])(=[O:10])[CH3:7].[CH3:16][CH2:17][CH2:12][CH2:13][CH2:14][CH3:15]. (3) Given the reactants Cl[C:2]1[N:3]=[CH:4][S:5][C:6]=1[CH:7]([O:11][CH:12]1[CH2:17][CH2:16][CH2:15][CH2:14][O:13]1)[CH2:8][CH2:9][OH:10].C(P(C(C)(C)C)C1C=CC2C(=CC=CC=2)C=1C1C2C(=CC=CC=2)C=CC=1)(C)(C)C.C([O-])([O-])=O.[Cs+].[Cs+], predict the reaction product. The product is: [O:13]1[CH2:14][CH2:15][CH2:16][CH2:17][CH:12]1[O:11][CH:7]1[C:6]2[S:5][CH:4]=[N:3][C:2]=2[O:10][CH2:9][CH2:8]1. (4) Given the reactants [CH:1]([C@@H:14]1[N:19]2[CH2:20][CH2:21][N:22]([C:24]([O:26]CC3C=CC=CC=3)=O)[CH2:23][C@@H:18]2[CH2:17][N:16]([CH2:34][C:35]2[CH:40]=[C:39]([N:41]3[C:45]([C:46]([F:49])([F:48])[F:47])=[N:44][N:43]=[N:42]3)[CH:38]=[CH:37][C:36]=2[O:50][CH3:51])[CH2:15]1)([C:8]1[CH:13]=[CH:12][CH:11]=[CH:10][CH:9]=1)[C:2]1[CH:7]=[CH:6][CH:5]=[CH:4][CH:3]=1.[CH:52](N(CC)C(C)C)(C)C.C([Cl:64])(=O)C.C(=O)([O-])O.[Na+].[ClH:70], predict the reaction product. The product is: [ClH:64].[ClH:70].[C:24]([N:22]1[CH2:21][CH2:20][N:19]2[C@@H:14]([CH:1]([C:8]3[CH:13]=[CH:12][CH:11]=[CH:10][CH:9]=3)[C:2]3[CH:7]=[CH:6][CH:5]=[CH:4][CH:3]=3)[CH2:15][N:16]([CH2:34][C:35]3[CH:40]=[C:39]([N:41]4[C:45]([C:46]([F:47])([F:48])[F:49])=[N:44][N:43]=[N:42]4)[CH:38]=[CH:37][C:36]=3[O:50][CH3:51])[CH2:17][C@H:18]2[CH2:23]1)(=[O:26])[CH3:52]. (5) Given the reactants [NH2:1][C:2]1[C:6]([C:7]2[CH:34]=[C:33]([Cl:35])[CH:32]=[CH:31][C:8]=2[O:9][C:10]2[C:15]([Cl:16])=[CH:14][C:13]([S:17]([N:20](COC)[C:21]3[N:22]=[N:23][CH:24]=[CH:25][CH:26]=3)(=[O:19])=[O:18])=[C:12]([F:30])[CH:11]=2)=[CH:5][N:4](C2CCCCO2)[N:3]=1.NC1C(C2C=C(Cl)C=CC=2OC2C(Cl)=CC(S(/N=C3/N(COC)N=CC=C/3)(=O)=O)=C(F)C=2)=CN(C2CCCCO2)N=1, predict the reaction product. The product is: [NH2:1][C:2]1[C:6]([C:7]2[CH:34]=[C:33]([Cl:35])[CH:32]=[CH:31][C:8]=2[O:9][C:10]2[C:15]([Cl:16])=[CH:14][C:13]([S:17]([NH:20][C:21]3[N:22]=[N:23][CH:24]=[CH:25][CH:26]=3)(=[O:19])=[O:18])=[C:12]([F:30])[CH:11]=2)=[CH:5][NH:4][N:3]=1. (6) Given the reactants C([Li])CCC.C(NCC)C.[C:11]([OH:16])(=[O:15])/[CH:12]=[CH:13]/[CH3:14].[C:17]1(C)[CH:22]=[CH:21]C(S(OCCCC=C)(=O)=O)=[CH:19][CH:18]=1, predict the reaction product. The product is: [CH:13]([CH:12]([CH2:21][CH2:22][CH2:17][CH:18]=[CH2:19])[C:11]([OH:16])=[O:15])=[CH2:14].